This data is from NCI-60 drug combinations with 297,098 pairs across 59 cell lines. The task is: Regression. Given two drug SMILES strings and cell line genomic features, predict the synergy score measuring deviation from expected non-interaction effect. (1) Drug 1: CC1=C2C(C(=O)C3(C(CC4C(C3C(C(C2(C)C)(CC1OC(=O)C(C(C5=CC=CC=C5)NC(=O)OC(C)(C)C)O)O)OC(=O)C6=CC=CC=C6)(CO4)OC(=O)C)OC)C)OC. Drug 2: C1CN1P(=S)(N2CC2)N3CC3. Cell line: SR. Synergy scores: CSS=66.7, Synergy_ZIP=-5.69, Synergy_Bliss=-9.73, Synergy_Loewe=-10.0, Synergy_HSA=-7.72. (2) Drug 1: C1C(C(OC1N2C=C(C(=O)NC2=O)F)CO)O. Drug 2: C(CCl)NC(=O)N(CCCl)N=O. Cell line: HS 578T. Synergy scores: CSS=13.6, Synergy_ZIP=-3.72, Synergy_Bliss=0.729, Synergy_Loewe=1.34, Synergy_HSA=1.31. (3) Drug 1: CNC(=O)C1=CC=CC=C1SC2=CC3=C(C=C2)C(=NN3)C=CC4=CC=CC=N4. Cell line: BT-549. Drug 2: CS(=O)(=O)C1=CC(=C(C=C1)C(=O)NC2=CC(=C(C=C2)Cl)C3=CC=CC=N3)Cl. Synergy scores: CSS=-1.60, Synergy_ZIP=0.763, Synergy_Bliss=1.75, Synergy_Loewe=-0.337, Synergy_HSA=-0.0724. (4) Drug 1: CC1=CC2C(CCC3(C2CCC3(C(=O)C)OC(=O)C)C)C4(C1=CC(=O)CC4)C. Drug 2: COCCOC1=C(C=C2C(=C1)C(=NC=N2)NC3=CC=CC(=C3)C#C)OCCOC.Cl. Cell line: NCI/ADR-RES. Synergy scores: CSS=7.90, Synergy_ZIP=-1.92, Synergy_Bliss=4.94, Synergy_Loewe=4.39, Synergy_HSA=5.40. (5) Drug 1: C1C(C(OC1N2C=NC3=C(N=C(N=C32)Cl)N)CO)O. Synergy scores: CSS=38.7, Synergy_ZIP=-2.27, Synergy_Bliss=-4.53, Synergy_Loewe=-42.3, Synergy_HSA=-3.64. Drug 2: C1CNP(=O)(OC1)N(CCCl)CCCl. Cell line: K-562. (6) Cell line: UO-31. Synergy scores: CSS=33.1, Synergy_ZIP=-2.07, Synergy_Bliss=-1.22, Synergy_Loewe=2.00, Synergy_HSA=4.08. Drug 2: C1CC(C1)(C(=O)O)C(=O)O.[NH2-].[NH2-].[Pt+2]. Drug 1: COC1=C(C=C2C(=C1)N=CN=C2NC3=CC(=C(C=C3)F)Cl)OCCCN4CCOCC4.